Task: Predict the product of the given reaction.. Dataset: Forward reaction prediction with 1.9M reactions from USPTO patents (1976-2016) (1) Given the reactants Br[CH2:2][C:3]1[CH:8]=[CH:7][CH:6]=[C:5]([N+:9]([O-:11])=[O:10])[CH:4]=1.[NH:12]1[CH2:17][CH2:16][O:15][CH2:14][CH2:13]1.C(N(CC)CC)C, predict the reaction product. The product is: [N+:9]([C:5]1[CH:4]=[C:3]([CH:8]=[CH:7][CH:6]=1)[CH2:2][N:12]1[CH2:17][CH2:16][O:15][CH2:14][CH2:13]1)([O-:11])=[O:10]. (2) Given the reactants [Br:1][C:2]1[CH:10]=[CH:9][C:5]([C:6](Cl)=[O:7])=[C:4]([F:11])[CH:3]=1.Cl.[CH:13]1([C:16]2[CH:17]=[C:18]([CH3:28])[C:19]([N:22]3[CH2:27][CH2:26][NH:25][CH2:24][CH2:23]3)=[N:20][CH:21]=2)[CH2:15][CH2:14]1, predict the reaction product. The product is: [Br:1][C:2]1[CH:10]=[CH:9][C:5]([C:6]([N:25]2[CH2:26][CH2:27][N:22]([C:19]3[C:18]([CH3:28])=[CH:17][C:16]([CH:13]4[CH2:14][CH2:15]4)=[CH:21][N:20]=3)[CH2:23][CH2:24]2)=[O:7])=[C:4]([F:11])[CH:3]=1. (3) The product is: [Cl:1][C:2]1[C:11]2[C:6](=[CH:7][CH:8]=[C:9]([O:12][CH:15]([CH2:16][F:17])[CH2:14][F:13])[CH:10]=2)[N:5]=[CH:4][N:3]=1. Given the reactants [Cl:1][C:2]1[C:11]2[C:6](=[CH:7][CH:8]=[C:9]([OH:12])[CH:10]=2)[N:5]=[CH:4][N:3]=1.[F:13][CH2:14][CH:15](O)[CH2:16][F:17].C1(P(C2C=CC=CC=2)C2C=CC=CC=2)C=CC=CC=1.C(=O)([O-])O.[Na+], predict the reaction product. (4) Given the reactants [F:1][C:2]1[CH:7]=[C:6]([F:8])[CH:5]=[CH:4][C:3]=1[OH:9].[H-].[Na+].[Br:12][C:13]1[C:14]([CH3:24])=[N:15][C:16]2[N:17]([N:20]=[C:21]([CH3:23])[CH:22]=2)[C:18]=1Cl, predict the reaction product. The product is: [Br:12][C:13]1[C:14]([CH3:24])=[N:15][C:16]2[N:17]([N:20]=[C:21]([CH3:23])[CH:22]=2)[C:18]=1[O:9][C:3]1[CH:4]=[CH:5][C:6]([F:8])=[CH:7][C:2]=1[F:1]. (5) Given the reactants Br[C:2]1[C:3]([F:22])=[CH:4][CH:5]=[C:6]2[C:11]=1[N:10]=[C:9]([NH:12][C:13]1(C)[CH2:16][CH2:15][CH2:14]1)[N:8]([CH:18]1[CH2:20][CH2:19]1)[C:7]2=[O:21].[CH3:23][C@@H:24]1[C:28]2[NH:29][C:30](B3OC(C)(C)C(C)(C)O3)=[CH:31][C:27]=2[C:26](=[O:41])[NH:25]1, predict the reaction product. The product is: [CH:18]1([N:8]2[C:7](=[O:21])[C:6]3[C:11](=[C:2]([C:30]4[NH:29][C:28]5[C@@H:24]([CH3:23])[NH:25][C:26](=[O:41])[C:27]=5[CH:31]=4)[C:3]([F:22])=[CH:4][CH:5]=3)[N:10]=[C:9]2[NH:12][C:13]2([CH3:16])[CH2:14][CH2:15]2)[CH2:19][CH2:20]1. (6) Given the reactants C[O:2][C:3](=[O:38])[CH:4]=[CH:5][C:6]1[CH:7]=[C:8]2[C:13](=[CH:14][CH:15]=1)[N:12]([C:16](=[O:24])[C:17]1[CH:22]=[CH:21][C:20]([F:23])=[CH:19][CH:18]=1)[C@@H:11]([CH3:25])[CH2:10][C@H:9]2[N:26]([C:31]1[CH:36]=[CH:35][C:34]([Cl:37])=[CH:33][CH:32]=1)[C:27](=[O:30])[CH2:28][CH3:29], predict the reaction product. The product is: [Cl:37][C:34]1[CH:35]=[CH:36][C:31]([N:26]([C:27](=[O:30])[CH2:28][CH3:29])[C@H:9]2[C:8]3[C:13](=[CH:14][CH:15]=[C:6]([CH:5]=[CH:4][C:3]([OH:38])=[O:2])[CH:7]=3)[N:12]([C:16](=[O:24])[C:17]3[CH:18]=[CH:19][C:20]([F:23])=[CH:21][CH:22]=3)[C@@H:11]([CH3:25])[CH2:10]2)=[CH:32][CH:33]=1. (7) Given the reactants FC(F)(F)C(O)=O.[Cl:8][C:9]1[N:10]=[CH:11][N:12]([C:14]2[CH:19]=[CH:18][C:17]([NH:20][C:21]3[N:38]=[C:24]4[CH:25]([C:31]5[CH:36]=[CH:35][C:34]([F:37])=[CH:33][CH:32]=5)[CH2:26]C(=O)[CH2:28][CH2:29][N:23]4[N:22]=3)=[CH:16][C:15]=2[O:39][CH3:40])[CH:13]=1.[CH:41]([O:46][CH3:47])([O:44][CH3:45])OC.S(O)(C1C=CC(C)=CC=1)(=O)=O, predict the reaction product. The product is: [Cl:8][C:9]1[N:10]=[CH:11][N:12]([C:14]2[CH:19]=[CH:18][C:17]([NH:20][C:21]3[N:38]=[C:24]4[CH:25]([C:31]5[CH:36]=[CH:35][C:34]([F:37])=[CH:33][CH:32]=5)[CH2:26][C:41]([O:44][CH3:45])([O:46][CH3:47])[CH2:28][CH2:29][N:23]4[N:22]=3)=[CH:16][C:15]=2[O:39][CH3:40])[CH:13]=1. (8) Given the reactants Cl[C:2]1[N:7]=[C:6]([NH:8][C@H:9]([C:11]2[CH:16]=[CH:15][CH:14]=[CH:13][CH:12]=2)[CH3:10])[CH:5]=[N:4][CH:3]=1.[CH3:17][O:18][C:19]1[CH:24]=[C:23](B2OC(C)(C)C(C)(C)O2)[CH:22]=[CH:21][C:20]=1[OH:34], predict the reaction product. The product is: [CH3:17][O:18][C:19]1[CH:24]=[C:23]([C:2]2[CH:3]=[N:4][CH:5]=[C:6]([NH:8][C@H:9]([C:11]3[CH:16]=[CH:15][CH:14]=[CH:13][CH:12]=3)[CH3:10])[N:7]=2)[CH:22]=[CH:21][C:20]=1[OH:34]. (9) Given the reactants [OH:1][C:2]1[CH:11]=[CH:10][C:5]([C:6]([O:8][CH3:9])=[O:7])=[CH:4][C:3]=1[CH2:12][N:13]1[CH2:18][CH2:17][O:16][CH2:15][CH2:14]1.C(=O)([O-])[O-].[K+].[K+].CN(C)C=O.[CH2:30](Br)[C:31]1[CH:36]=[CH:35][CH:34]=[CH:33][CH:32]=1, predict the reaction product. The product is: [CH2:30]([O:1][C:2]1[CH:11]=[CH:10][C:5]([C:6]([O:8][CH3:9])=[O:7])=[CH:4][C:3]=1[CH2:12][N:13]1[CH2:14][CH2:15][O:16][CH2:17][CH2:18]1)[C:31]1[CH:36]=[CH:35][CH:34]=[CH:33][CH:32]=1.